This data is from Reaction yield outcomes from USPTO patents with 853,638 reactions. The task is: Predict the reaction yield, written as a fraction of the theoretical maximum amount of product (1.0 means a 100% yield; for example, 0.34 means a 34% yield). (1) The reactants are [NH2:1][CH2:2][C:3]1[CH2:9][C:8]2[CH:10]=[C:11]3[O:16][CH2:15][O:14][C:12]3=[CH:13][C:7]=2[C:6]([C:17]2[CH:22]=[CH:21][C:20]([N+:23]([O-:25])=[O:24])=[CH:19][CH:18]=2)=[N:5][N:4]=1.[C:26](OC(=O)C)(=[O:28])[CH3:27]. No catalyst specified. The product is [NH:1]([CH2:2][C:3]1[CH2:9][C:8]2[CH:10]=[C:11]3[O:16][CH2:15][O:14][C:12]3=[CH:13][C:7]=2[C:6]([C:17]2[CH:22]=[CH:21][C:20]([N+:23]([O-:25])=[O:24])=[CH:19][CH:18]=2)=[N:5][N:4]=1)[C:26]([CH3:27])=[O:28]. The yield is 0.700. (2) The yield is 0.440. The reactants are [Cl:1][C:2]1[CH:7]=[C:6]([Cl:8])[CH:5]=[CH:4][C:3]=1[N:9]1[C:15]2=[N:16][C:17]3[CH:22]=[CH:21][CH:20]=[C:19]([N:23]([CH2:26][CH3:27])[CH2:24][CH3:25])[C:18]=3[N:14]2[CH2:13][CH:12]([OH:28])[CH2:11][CH2:10]1.C(#N)C. The catalyst is O.[Ru]([O-])(=O)(=O)=O.C([N+](CCC)(CCC)CCC)CC. The product is [Cl:1][C:2]1[CH:7]=[C:6]([Cl:8])[CH:5]=[CH:4][C:3]=1[N:9]1[C:15]2=[N:16][C:17]3[CH:22]=[CH:21][CH:20]=[C:19]([N:23]([CH2:26][CH3:27])[CH2:24][CH3:25])[C:18]=3[N:14]2[CH2:13][C:12](=[O:28])[CH2:11][CH2:10]1. (3) The product is [CH3:1][C:2]1[CH:10]=[CH:9][C:8]([N:11]([CH3:20])[S:12]([C:15]2[S:16][CH:17]=[CH:18][CH:19]=2)(=[O:14])=[O:13])=[C:7]2[C:3]=1[CH:4]=[C:5]([C:21]1[S:22][CH:23]([CH2:26][C:27]([OH:29])=[O:28])[CH2:24][N:25]=1)[NH:6]2. The yield is 0.950. The reactants are [CH3:1][C:2]1[CH:10]=[CH:9][C:8]([N:11]([CH3:20])[S:12]([C:15]2[S:16][CH:17]=[CH:18][CH:19]=2)(=[O:14])=[O:13])=[C:7]2[C:3]=1[CH:4]=[C:5]([C:21]1[S:22][CH:23]([CH2:26][C:27]([O:29]CC)=[O:28])[CH2:24][N:25]=1)[NH:6]2.[OH-].[K+].C(O)(=O)CC(CC(O)=O)(C(O)=O)O. The catalyst is O1CCCC1.CO. (4) The reactants are [CH2:1]([O:3][C:4](=[O:14])[CH2:5][C:6]([CH:8]1[CH2:13][CH2:12][CH2:11][CH2:10][CH2:9]1)=O)[CH3:2].[H-].[Na+].Br.Br[CH2:19][C:20]([C:22]1[CH:27]=[CH:26][N:25]=[CH:24][CH:23]=1)=O.C([O-])(=O)C.[NH4+:32]. The catalyst is C1COCC1. The product is [CH2:1]([O:3][C:4]([C:5]1[CH:19]=[C:20]([C:22]2[CH:27]=[CH:26][N:25]=[CH:24][CH:23]=2)[NH:32][C:6]=1[CH:8]1[CH2:13][CH2:12][CH2:11][CH2:10][CH2:9]1)=[O:14])[CH3:2]. The yield is 0.430.